This data is from HIV replication inhibition screening data with 41,000+ compounds from the AIDS Antiviral Screen. The task is: Binary Classification. Given a drug SMILES string, predict its activity (active/inactive) in a high-throughput screening assay against a specified biological target. (1) The drug is CCOc1ccc(N=Nc2ccc(C=Cc3ccc(N=Nc4ccc(OCC)cc4)cc3S(=O)(=O)O)c(S(=O)(=O)O)c2)cc1. The result is 1 (active). (2) The molecule is COC(=O)C(C)N(C)C(=O)C(CC(N)=O)N(C)C(=O)C1CCCN1C(=O)C(C(C)C)N(C)C(=O)C(C(C)C)N(C)C(=O)C(NC(=O)OC(C)(C)C)C(C)C. The result is 0 (inactive). (3) The drug is COc1cc(Nc2nc3ccc(C(F)(F)F)cc3nc2-c2ccccc2)cc(OC)c1OC. The result is 0 (inactive). (4) The compound is COC1C=COC2(C)Oc3c(C)c(O)c4c(O)c(cc(OCC(=O)N(C)C)c4c3C2=O)NC(=O)C(C)=CC=CC(C)C(O)C(C)C(O)C(C)C(OC(C)=O)C1C. The result is 0 (inactive). (5) The molecule is CC12CCC3C(CCC4CC(=CC#N)CCC43C)C1CCC2=CC#N. The result is 0 (inactive). (6) The drug is CCOC(=O)c1ccc(CS(=O)c2ccc(N)cc2)c([N+](=O)[O-])c1. The result is 0 (inactive). (7) The molecule is Oc1ccccc1C1=[O+][Mn+]234([O+]=C(c5ccccc5O)[N-][N+]2=Cc2cccc[n+]23)[N+](=Cc2cccc[n+]24)[N-]1. The result is 0 (inactive).